From a dataset of Catalyst prediction with 721,799 reactions and 888 catalyst types from USPTO. Predict which catalyst facilitates the given reaction. Reactant: [CH3:1][C@H:2]1[N:7]([S:8]([C:11]2[CH:16]=[CH:15][CH:14]=[C:13]([C:17]([OH:23])([CH3:22])[C:18]([F:21])([F:20])[F:19])[CH:12]=2)(=[O:10])=[O:9])[CH2:6][CH2:5][N:4]([C:24]2[CH:31]=[CH:30][C:27]([C:28]#[N:29])=[CH:26][C:25]=2[C:32]([F:35])([F:34])[F:33])[CH2:3]1.C1COCC1.[BH4-].[Na+]. Product: [NH2:29][CH2:28][C:27]1[CH:30]=[CH:31][C:24]([N:4]2[CH2:5][CH2:6][N:7]([S:8]([C:11]3[CH:12]=[C:13]([C:17]([OH:23])([CH3:22])[C:18]([F:19])([F:20])[F:21])[CH:14]=[CH:15][CH:16]=3)(=[O:10])=[O:9])[C@H:2]([CH3:1])[CH2:3]2)=[C:25]([C:32]([F:33])([F:34])[F:35])[CH:26]=1. The catalyst class is: 5.